From a dataset of Forward reaction prediction with 1.9M reactions from USPTO patents (1976-2016). Predict the product of the given reaction. (1) The product is: [CH2:24]([N:4]([CH2:3][CH2:2][OH:1])[C:9]1[C:8]2[N:12]=[CH:13][N:14]([C:7]=2[N:6]=[CH:5][N:10]=1)[C@@H:15]1[O:19][C@H:18]([CH2:20][OH:21])[C@@H:17]([OH:22])[C@H:16]1[OH:23])[CH3:25]. Given the reactants [OH:1][CH2:2][CH2:3][NH2:4].[CH:5]1[N:10]=[C:9](Cl)[C:8]2[N:12]=[CH:13][N:14]([C@@H:15]3[O:19][C@H:18]([CH2:20][OH:21])[C@@H:17]([OH:22])[C@H:16]3[OH:23])[C:7]=2[N:6]=1.[CH3:24][CH2:25]O, predict the reaction product. (2) Given the reactants [NH2:1][C:2]1[CH:3]=[C:4]([C:8]2[C:16]3[C:11](=[N:12][CH:13]=[C:14]4[C:19](=[O:20])[N:18]([CH2:21][CH2:22][C:23]5[CH:28]=[CH:27][CH:26]=[CH:25][CH:24]=5)[C:17](=[O:29])[C:15]4=3)[N:10]([CH2:30][C:31]3[CH:36]=[CH:35][C:34]([O:37][CH3:38])=[CH:33][CH:32]=3)[N:9]=2)[CH:5]=[CH:6][CH:7]=1.C(N(CC)CC)C.[C:46]1([S:52](Cl)(=[O:54])=[O:53])[CH:51]=[CH:50][CH:49]=[CH:48][CH:47]=1, predict the reaction product. The product is: [CH3:38][O:37][C:34]1[CH:33]=[CH:32][C:31]([CH2:30][N:10]2[C:11]3=[N:12][CH:13]=[C:14]4[C:19](=[O:20])[N:18]([CH2:21][CH2:22][C:23]5[CH:28]=[CH:27][CH:26]=[CH:25][CH:24]=5)[C:17](=[O:29])[C:15]4=[C:16]3[C:8]([C:4]3[CH:3]=[C:2]([NH:1][S:52]([C:46]4[CH:51]=[CH:50][CH:49]=[CH:48][CH:47]=4)(=[O:54])=[O:53])[CH:7]=[CH:6][CH:5]=3)=[N:9]2)=[CH:36][CH:35]=1. (3) The product is: [CH2:11]([NH:18][C:7]1[C:2]([Br:1])=[C:3]([NH2:10])[N:4]=[C:5]([NH2:9])[N:6]=1)[C:12]1[CH:17]=[CH:16][CH:15]=[CH:14][CH:13]=1. Given the reactants [Br:1][C:2]1[C:3]([NH2:10])=[N:4][C:5]([NH2:9])=[N:6][C:7]=1Cl.[CH2:11]([NH2:18])[C:12]1[CH:17]=[CH:16][CH:15]=[CH:14][CH:13]=1, predict the reaction product. (4) Given the reactants Br[C:2]1[C:11]2[C:6](=[CH:7][C:8]([O:14][CH3:15])=[C:9]([O:12][CH3:13])[CH:10]=2)[N:5]=[N:4][CH:3]=1.[CH3:16][C:17]1[CH2:18][C:19]([NH2:22])=[N:20][N:21]=1.CC(C)([O-])C.[Na+], predict the reaction product. The product is: [CH3:13][O:12][C:9]1[CH:10]=[C:11]2[C:6](=[CH:7][C:8]=1[O:14][CH3:15])[N:5]=[N:4][CH:3]=[C:2]2[NH:22][C:19]1[CH2:18][C:17]([CH3:16])=[N:21][N:20]=1. (5) The product is: [O:11]1[C:4]2[C:5](=[CH:6][CH:1]=[CH:2][CH:3]=2)[CH2:7][CH2:9][CH2:10]1. Given the reactants [CH:1]1[CH:2]=[CH:3][C:4]2[O:11][CH2:10][CH2:9][C:7](=O)[C:5]=2[CH:6]=1, predict the reaction product.